Dataset: Forward reaction prediction with 1.9M reactions from USPTO patents (1976-2016). Task: Predict the product of the given reaction. Given the reactants [NH:1]([C:7]([O:9][C:10]([CH3:13])([CH3:12])[CH3:11])=[O:8])[C@H:2]([C:4]([OH:6])=[O:5])[CH3:3], predict the reaction product. The product is: [C:7]([NH:1][C@@H:2]([C:4]([OH:6])=[O:5])[CH3:3])([O:9][C:10]([CH3:13])([CH3:11])[CH3:12])=[O:8].